This data is from Full USPTO retrosynthesis dataset with 1.9M reactions from patents (1976-2016). The task is: Predict the reactants needed to synthesize the given product. Given the product [Cl:21][CH2:20][CH2:7][CH2:6][NH:3][C:15](=[O:16])[C:14]1[CH:18]=[CH:19][C:11]([N+:8]([O-:10])=[O:9])=[CH:12][CH:13]=1, predict the reactants needed to synthesize it. The reactants are: C([N:3]([CH2:6][CH3:7])CC)C.[N+:8]([C:11]1[CH:19]=[CH:18][C:14]([C:15](Cl)=[O:16])=[CH:13][CH:12]=1)([O-:10])=[O:9].[CH2:20](Cl)[Cl:21].